Dataset: Reaction yield outcomes from USPTO patents with 853,638 reactions. Task: Predict the reaction yield, written as a fraction of the theoretical maximum amount of product (1.0 means a 100% yield; for example, 0.34 means a 34% yield). (1) The reactants are ClC(Cl)(O[C:5](=[O:11])OC(Cl)(Cl)Cl)Cl.[CH2:13]([O:15][C:16]([CH:18]1[CH2:23][CH2:22][NH:21][CH2:20][CH2:19]1)=[O:17])[CH3:14].C(N(CC)C(C)C)(C)C.O.[NH2:34][NH2:35]. The catalyst is C1COCC1. The product is [CH2:13]([O:15][C:16]([CH:18]1[CH2:23][CH2:22][N:21]([C:5]([NH:34][NH2:35])=[O:11])[CH2:20][CH2:19]1)=[O:17])[CH3:14]. The yield is 0.980. (2) The reactants are [OH:1][C:2]1[C:7]2[C@@:8]3([OH:45])[C@@:21]([O:25][CH3:26])([C@H:22]([OH:24])[CH2:23][C:6]=2[CH:5]=[C:4]([CH3:46])[C:3]=1[C:47](O)=[O:48])[C:20](=[O:27])[C:19]1[C:10](=[CH:11][C:12]2[C:13](=[O:43])[C:14]([NH:30][CH:31]4[C@H:36]([O:37][CH3:38])[C@H:35]([OH:39])[C@@H:34]([O:40][CH3:41])[C@H:33]([CH3:42])[O:32]4)=[CH:15][C:16](=[O:29])[C:17]=2[C:18]=1[OH:28])[C:9]3=[O:44].[CH2:50]([NH2:57])[C:51]1[CH:56]=[CH:55][CH:54]=[CH:53][CH:52]=1.O.ON1C2C=CC=CC=2N=N1. The catalyst is C1COCC1. The product is [CH2:50]([NH:57][C:47]([C:3]1[C:4]([CH3:46])=[CH:5][C:6]2[CH2:23][C@@H:22]([OH:24])[C@:21]3([O:25][CH3:26])[C@@:8]([OH:45])([C:9](=[O:44])[C:10]4[C:19]([C:20]3=[O:27])=[C:18]([OH:28])[C:17]3[C:16](=[O:29])[CH:15]=[C:14]([NH:30][CH:31]5[C@H:36]([O:37][CH3:38])[C@H:35]([OH:39])[C@@H:34]([O:40][CH3:41])[C@H:33]([CH3:42])[O:32]5)[C:13](=[O:43])[C:12]=3[CH:11]=4)[C:7]=2[C:2]=1[OH:1])=[O:48])[C:51]1[CH:56]=[CH:55][CH:54]=[CH:53][CH:52]=1. The yield is 0.330. (3) The reactants are C([O:3][C:4](=[O:34])[CH2:5][N:6]1[CH2:10][C@@H:9]([CH2:11][C:12]([CH3:15])([CH3:14])[CH3:13])[C@@:8]([C:18]2[CH:23]=[CH:22][C:21]([Cl:24])=[CH:20][C:19]=2[F:25])([C:16]#[N:17])[C@H:7]1[C:26]1[CH:31]=[CH:30][CH:29]=[C:28]([Cl:32])[C:27]=1[F:33])C.[Li+].[OH-]. The catalyst is C1COCC1.O. The product is [Cl:32][C:28]1[C:27]([F:33])=[C:26]([C@@H:7]2[C@:8]([C:18]3[CH:23]=[CH:22][C:21]([Cl:24])=[CH:20][C:19]=3[F:25])([C:16]#[N:17])[C@H:9]([CH2:11][C:12]([CH3:14])([CH3:15])[CH3:13])[CH2:10][N:6]2[CH2:5][C:4]([OH:34])=[O:3])[CH:31]=[CH:30][CH:29]=1. The yield is 1.02. (4) The catalyst is C(Cl)Cl. The yield is 0.530. The product is [CH:1]1([NH:4][C:5]([C:7]2[CH:12]=[C:11]([C:13]3[C:14]([C:27]([NH:40][C:41]4[CH:46]=[CH:45][CH:44]=[CH:43][CH:42]=4)=[O:28])=[CH:15][C:16]([C:19]([NH:21][CH2:22][C:23]([CH3:24])([CH3:26])[CH3:25])=[O:20])=[CH:17][CH:18]=3)[C:10]([CH3:30])=[C:9]([F:31])[CH:8]=2)=[O:6])[CH2:2][CH2:3]1. The reactants are [CH:1]1([NH:4][C:5]([C:7]2[CH:8]=[C:9]([F:31])[C:10]([CH3:30])=[C:11]([C:13]3[C:14]([C:27](O)=[O:28])=[CH:15][C:16]([C:19]([NH:21][CH2:22][C:23]([CH3:26])([CH3:25])[CH3:24])=[O:20])=[CH:17][CH:18]=3)[CH:12]=2)=[O:6])[CH2:3][CH2:2]1.CN(C(O[N:40]1N=N[C:42]2[CH:43]=[CH:44][CH:45]=[CH:46][C:41]1=2)=[N+](C)C)C.F[P-](F)(F)(F)(F)F.CCN(CC)CC.NC1C=CC=CC=1. (5) The reactants are [OH-].[Na+].[CH3:3][C:4]1[N:9]([C:10]2[CH:15]=[CH:14][CH:13]=[C:12]([C:16]([F:19])([F:18])[F:17])[CH:11]=2)[C:8](=[O:20])[C:7]([C:21]([O:23]CC)=[O:22])=[CH:6][C:5]=1[C:26]1[CH:31]=[CH:30][CH:29]=[CH:28][CH:27]=1. The catalyst is C1COCC1.CO.O. The product is [CH3:3][C:4]1[N:9]([C:10]2[CH:15]=[CH:14][CH:13]=[C:12]([C:16]([F:17])([F:18])[F:19])[CH:11]=2)[C:8](=[O:20])[C:7]([C:21]([OH:23])=[O:22])=[CH:6][C:5]=1[C:26]1[CH:31]=[CH:30][CH:29]=[CH:28][CH:27]=1. The yield is 0.780.